Dataset: Forward reaction prediction with 1.9M reactions from USPTO patents (1976-2016). Task: Predict the product of the given reaction. (1) The product is: [O-:17][S:15]([C:18]([F:21])([F:20])[F:19])(=[O:16])=[O:14].[CH2:2]([N+:8]1[CH:12]=[CH:11][N:10]([CH3:13])[CH:9]=1)[CH2:3][CH2:4][CH2:5][CH2:6][CH3:7]. Given the reactants [Cl-].[CH2:2]([N+:8]1[CH:12]=[CH:11][N:10]([CH3:13])[CH:9]=1)[CH2:3][CH2:4][CH2:5][CH2:6][CH3:7].[O:14](C)[S:15]([C:18]([F:21])([F:20])[F:19])(=[O:17])=[O:16], predict the reaction product. (2) Given the reactants [CH3:1][O:2][C:3]1[CH:4]=[C:5]2[C:10](=[CH:11][C:12]=1[O:13][CH3:14])[N:9]=[CH:8][CH:7]=[C:6]2[O:15][C:16]1[CH:21]=[CH:20][C:19]([NH2:22])=[CH:18][C:17]=1[CH3:23].[F:24][C:25]1[CH:30]=[CH:29][C:28]([N:31]2[C:36](=[O:37])[C:35]([C:38](O)=[O:39])=[CH:34][N:33]([CH:41]([CH3:43])[CH3:42])[C:32]2=[O:44])=[CH:27][CH:26]=1, predict the reaction product. The product is: [CH3:1][O:2][C:3]1[CH:4]=[C:5]2[C:10](=[CH:11][C:12]=1[O:13][CH3:14])[N:9]=[CH:8][CH:7]=[C:6]2[O:15][C:16]1[CH:21]=[CH:20][C:19]([NH:22][C:38]([C:35]2[C:36](=[O:37])[N:31]([C:28]3[CH:27]=[CH:26][C:25]([F:24])=[CH:30][CH:29]=3)[C:32](=[O:44])[N:33]([CH:41]([CH3:43])[CH3:42])[CH:34]=2)=[O:39])=[CH:18][C:17]=1[CH3:23]. (3) Given the reactants Cl[C:2](=[N:8][NH:9][C:10]1[CH:15]=[CH:14][C:13]([Cl:16])=[CH:12][C:11]=1[Cl:17])[C:3]([O:5][CH2:6][CH3:7])=[O:4].[CH2:18]([O:25][C:26]1[CH:31]=[CH:30][C:29]([C:32](=O)[CH2:33][C:34]#[N:35])=[CH:28][CH:27]=1)[C:19]1[CH:24]=[CH:23][CH:22]=[CH:21][CH:20]=1.[O-]CC.[Na+], predict the reaction product. The product is: [CH2:18]([O:25][C:26]1[CH:27]=[CH:28][C:29]([C:32]2[N:9]([C:10]3[CH:15]=[CH:14][C:13]([Cl:16])=[CH:12][C:11]=3[Cl:17])[N:8]=[C:2]([C:3]([O:5][CH2:6][CH3:7])=[O:4])[C:33]=2[C:34]#[N:35])=[CH:30][CH:31]=1)[C:19]1[CH:20]=[CH:21][CH:22]=[CH:23][CH:24]=1. (4) Given the reactants [CH3:1][CH:2]1[CH2:8][NH:7][C:6]2[CH:9]=[CH:10][CH:11]=[C:12]([N+:13]([O-:15])=[O:14])[C:5]=2[C:4](=[O:16])[NH:3]1.CC1NC2C=CC=C([N+]([O-])=O)[C:22]=2[C:21](=[O:32])NC1.C(N(C(C)C)CC)(C)C.FC(F)(F)C(OC(=O)C(F)(F)F)=O.[NH4+].[Cl-], predict the reaction product. The product is: [C:21]([N:7]1[C:6]2[CH:9]=[CH:10][CH:11]=[C:12]([N+:13]([O-:15])=[O:14])[C:5]=2[C:4](=[O:16])[NH:3][CH:2]([CH3:1])[CH2:8]1)(=[O:32])[CH3:22]. (5) Given the reactants Br[C:2]1[N:6]2[CH:7]=[CH:8][C:9]([C:11]([F:14])([F:13])[F:12])=[N:10][C:5]2=[N:4][CH:3]=1.[F:15][C:16]1[CH:21]=[CH:20][C:19](B2OC(C)(C)C(C)(C)O2)=[CH:18][C:17]=1[C:31]1[CH:36]=[CH:35][N:34]=[CH:33][C:32]=1[F:37], predict the reaction product. The product is: [F:15][C:16]1[CH:21]=[CH:20][C:19]([C:2]2[N:6]3[CH:7]=[CH:8][C:9]([C:11]([F:14])([F:13])[F:12])=[N:10][C:5]3=[N:4][CH:3]=2)=[CH:18][C:17]=1[C:31]1[CH:36]=[CH:35][N:34]=[CH:33][C:32]=1[F:37].